Dataset: Forward reaction prediction with 1.9M reactions from USPTO patents (1976-2016). Task: Predict the product of the given reaction. Given the reactants B(F)(F)F.CCOCC.C([O:17][C:18]1[CH:23]=[CH:22][C:21]([C:24]2[N:28]([C:29]3[CH:34]=[CH:33][C:32]([Cl:35])=[CH:31][C:30]=3[Cl:36])[N:27]=[C:26]([C:37]([NH:39][C:40]3([C:45]([O:47][CH3:48])=[O:46])[CH2:44][CH2:43][CH2:42][CH2:41]3)=[O:38])[C:25]=2[CH3:49])=[CH:20][CH:19]=1)C1C=CC=CC=1.CSC.O, predict the reaction product. The product is: [Cl:36][C:30]1[CH:31]=[C:32]([Cl:35])[CH:33]=[CH:34][C:29]=1[N:28]1[C:24]([C:21]2[CH:20]=[CH:19][C:18]([OH:17])=[CH:23][CH:22]=2)=[C:25]([CH3:49])[C:26]([C:37]([NH:39][C:40]2([C:45]([O:47][CH3:48])=[O:46])[CH2:44][CH2:43][CH2:42][CH2:41]2)=[O:38])=[N:27]1.